From a dataset of Forward reaction prediction with 1.9M reactions from USPTO patents (1976-2016). Predict the product of the given reaction. Given the reactants Br[C:2]1[CH:3]=[CH:4][C:5]2[N:9]=[CH:8][N:7]([CH2:10][O:11][CH2:12][CH2:13][Si:14]([CH3:17])([CH3:16])[CH3:15])[C:6]=2[CH:18]=1.[CH3:19][N:20]1[CH2:25][CH2:24][NH:23][CH2:22][CH2:21]1.CC([O-])(C)C.[Na+], predict the reaction product. The product is: [CH3:19][N:20]1[CH2:25][CH2:24][N:23]([C:2]2[CH:3]=[CH:4][C:5]3[N:9]=[CH:8][N:7]([CH2:10][O:11][CH2:12][CH2:13][Si:14]([CH3:17])([CH3:16])[CH3:15])[C:6]=3[CH:18]=2)[CH2:22][CH2:21]1.